Dataset: Forward reaction prediction with 1.9M reactions from USPTO patents (1976-2016). Task: Predict the product of the given reaction. (1) The product is: [CH3:32][C:29]1[C:28]([CH3:33])=[C:27]([NH:26][C:25]([N:15]2[CH2:16][CH2:17][C:11]3([CH2:10][CH:9]([C:5]4[CH:6]=[CH:7][CH:8]=[C:3]([CH3:2])[CH:4]=4)[CH2:12]3)[CH2:13][CH2:14]2)=[O:24])[O:31][N:30]=1. Given the reactants Cl.[CH3:2][C:3]1[CH:4]=[C:5]([CH:9]2[CH2:12][C:11]3([CH2:17][CH2:16][NH:15][CH2:14][CH2:13]3)[CH2:10]2)[CH:6]=[CH:7][CH:8]=1.C1([O:24][C:25](=O)[NH:26][C:27]2[O:31][N:30]=[C:29]([CH3:32])[C:28]=2[CH3:33])C=CC=CC=1, predict the reaction product. (2) Given the reactants CC1(C)C2C(=C(P(C3C=CC=CC=3)C3C=CC=CC=3)C=CC=2)OC2C(P(C3C=CC=CC=3)C3C=CC=CC=3)=CC=CC1=2.C(=O)([O-])[O-].[Cs+].[Cs+].Cl[C:50]1[CH:51]=[CH:52][C:53]2[CH2:54][N:55]([CH3:67])[CH2:56][C@@H:57]([C:61]3[CH:66]=[CH:65][CH:64]=[CH:63][CH:62]=3)[O:58][C:59]=2[N:60]=1.[CH3:68][O:69][C:70]1[N:75]=[C:74]([NH2:76])[CH:73]=[CH:72][C:71]=1[C:77]1[O:81][C:80]([CH3:82])=[N:79][CH:78]=1, predict the reaction product. The product is: [CH3:68][O:69][C:70]1[N:75]=[C:74]([NH:76][C:50]2[CH:51]=[CH:52][C:53]3[CH2:54][N:55]([CH3:67])[CH2:56][C@@H:57]([C:61]4[CH:66]=[CH:65][CH:64]=[CH:63][CH:62]=4)[O:58][C:59]=3[N:60]=2)[CH:73]=[CH:72][C:71]=1[C:77]1[O:81][C:80]([CH3:82])=[N:79][CH:78]=1. (3) Given the reactants [NH2:1][C:2]1[CH:7]=[CH:6][C:5]([C:8]#[N:9])=[CH:4][N:3]=1.C(N(CC)CC)C.[Cl:17][CH:18]([Cl:22])[C:19](Cl)=[O:20], predict the reaction product. The product is: [Cl:17][CH:18]([Cl:22])[C:19]([NH:1][C:2]1[CH:7]=[CH:6][C:5]([C:8]#[N:9])=[CH:4][N:3]=1)=[O:20]. (4) Given the reactants [CH3:1][CH:2]([CH3:5])[C:3]#[CH:4].C(N(CC)CC)C.Br[C:14]1[CH:35]=[CH:34][C:17]([C:18]([NH:20][S:21]([C:24]2[CH:29]=[CH:28][CH:27]=[CH:26][C:25]=2[S:30](=[O:33])(=[O:32])[NH2:31])(=[O:23])=[O:22])=[O:19])=[CH:16][CH:15]=1, predict the reaction product. The product is: [CH3:1][CH:2]([CH3:5])[C:3]#[C:4][C:14]1[CH:35]=[CH:34][C:17]([C:18]([NH:20][S:21]([C:24]2[CH:29]=[CH:28][CH:27]=[CH:26][C:25]=2[S:30](=[O:33])(=[O:32])[NH2:31])(=[O:22])=[O:23])=[O:19])=[CH:16][CH:15]=1. (5) Given the reactants [CH3:1][O:2][C:3]1[CH:4]=[C:5]([CH2:9][C:10](Cl)=O)[CH:6]=[CH:7][CH:8]=1.[Cl:13][C:14]1[CH:15]=[C:16]([NH2:22])[CH:17]=[CH:18][C:19]=1[O:20][CH3:21], predict the reaction product. The product is: [Cl:13][C:14]1[CH:15]=[C:16]([N:22]([CH2:10][CH2:9][C:5]2[CH:6]=[CH:7][CH:8]=[C:3]([O:2][CH3:1])[CH:4]=2)[C:3](=[O:2])[CH2:8][CH3:7])[CH:17]=[CH:18][C:19]=1[O:20][CH3:21]. (6) Given the reactants Br[C:2]1[CH:3]=[CH:4][C:5]2[C:6]3[N:15]([CH2:16][CH:17]([CH3:19])[CH3:18])[C:14]([CH2:20][CH2:21][CH2:22][CH3:23])=[N:13][C:7]=3[C:8]([NH2:12])=[N:9][C:10]=2[CH:11]=1.[C:24]1(B(O)O)[CH:29]=[CH:28][CH:27]=[CH:26][CH:25]=1, predict the reaction product. The product is: [CH2:20]([C:14]1[N:15]([CH2:16][CH:17]([CH3:19])[CH3:18])[C:6]2[C:5]3[CH:4]=[CH:3][C:2]([C:24]4[CH:29]=[CH:28][CH:27]=[CH:26][CH:25]=4)=[CH:11][C:10]=3[N:9]=[C:8]([NH2:12])[C:7]=2[N:13]=1)[CH2:21][CH2:22][CH3:23]. (7) Given the reactants [F:1][C:2]1[CH:3]=[C:4]2[C:9](=[CH:10][CH:11]=1)[N:8]=[C:7]([C:12]1[CH:17]=[CH:16][CH:15]=[CH:14][C:13]=1[OH:18])[N:6]([CH2:19][CH2:20][C:21]1[CH:26]=[CH:25][CH:24]=[C:23]([F:27])[CH:22]=1)[C:5]2=[O:28].C(Cl)(Cl)(Cl)Cl.[P:34]([O-:51])([O:43][CH2:44][C:45]1[CH:50]=[CH:49][CH:48]=[CH:47][CH:46]=1)[O:35][CH2:36][C:37]1[CH:42]=[CH:41][CH:40]=[CH:39][CH:38]=1.OP([O-])(O)=O.[K+], predict the reaction product. The product is: [F:1][C:2]1[CH:3]=[C:4]2[C:9](=[CH:10][CH:11]=1)[N:8]=[C:7]([C:12]1[CH:17]=[CH:16][CH:15]=[CH:14][C:13]=1[O:18][P:34](=[O:51])([O:43][CH2:44][C:45]1[CH:50]=[CH:49][CH:48]=[CH:47][CH:46]=1)[O:35][CH2:36][C:37]1[CH:42]=[CH:41][CH:40]=[CH:39][CH:38]=1)[N:6]([CH2:19][CH2:20][C:21]1[CH:26]=[CH:25][CH:24]=[C:23]([F:27])[CH:22]=1)[C:5]2=[O:28]. (8) Given the reactants [CH:1]1([CH2:4][CH:5]([C:9]2[CH:14]=[CH:13][C:12]([F:15])=[CH:11][CH:10]=2)[C:6]([OH:8])=O)[CH2:3][CH2:2]1.[CH3:16][NH:17][C@H:18]1[CH2:37][N:22]2[C:23]3[C:28]([C:29]([CH2:30][C:31]([O:33]CCC)=[O:32])=[C:21]2[CH2:20][CH2:19]1)=[CH:27][CH:26]=[CH:25][CH:24]=3, predict the reaction product. The product is: [CH:1]1([CH2:4][CH:5]([C:9]2[CH:14]=[CH:13][C:12]([F:15])=[CH:11][CH:10]=2)[C:6]([N:17]([CH3:16])[C@H:18]2[CH2:37][N:22]3[C:23]4[C:28]([C:29]([CH2:30][C:31]([OH:33])=[O:32])=[C:21]3[CH2:20][CH2:19]2)=[CH:27][CH:26]=[CH:25][CH:24]=4)=[O:8])[CH2:2][CH2:3]1. (9) Given the reactants CC1(C)C(C)(C)OB([C:9]2[CH:10]=[N:11][NH:12][CH:13]=2)O1.C(=O)([O-])[O-].[Cs+].[Cs+].CS(O[CH2:26][C@H:27]1[CH2:32][O:31][CH2:30][CH2:29][O:28]1)(=O)=O.[NH2:33][C:34]1[CH:39]=[CH:38][C:37]([C:40]2[C:41]([NH2:47])=[N:42][CH:43]=[C:44](Br)[CH:45]=2)=[CH:36][CH:35]=1, predict the reaction product. The product is: [NH2:33][C:34]1[CH:39]=[CH:38][C:37]([C:40]2[C:41]([NH2:47])=[N:42][CH:43]=[C:44]([C:9]3[CH:13]=[N:12][N:11]([CH2:26][C@H:27]4[CH2:32][O:31][CH2:30][CH2:29][O:28]4)[CH:10]=3)[CH:45]=2)=[CH:36][CH:35]=1. (10) Given the reactants [C:1]1([C:11]([OH:13])=[O:12])[C:10]2[C:5](=[CH:6][CH:7]=[CH:8][CH:9]=2)[CH:4]=[CH:3][CH:2]=1.[Cl:14][S:15](O)(=[O:17])=[O:16], predict the reaction product. The product is: [Cl:14][S:15]([C:6]1[CH:7]=[CH:8][CH:9]=[C:10]2[C:5]=1[CH:4]=[CH:3][CH:2]=[C:1]2[C:11]([OH:13])=[O:12])(=[O:17])=[O:16].